From a dataset of Reaction yield outcomes from USPTO patents with 853,638 reactions. Predict the reaction yield, written as a fraction of the theoretical maximum amount of product (1.0 means a 100% yield; for example, 0.34 means a 34% yield). (1) The reactants are [CH3:1][O:2][C:3](=[O:23])[CH2:4][CH2:5][CH2:6][CH2:7][CH2:8][O:9][C:10]1[CH:15]=[CH:14][C:13]([NH:16][C:17]([O:19][CH2:20][CH2:21][OH:22])=[O:18])=[CH:12][CH:11]=1.[CH3:24][O:25][C:26](=[O:42])[CH2:27][CH2:28][CH2:29][CH2:30][CH2:31][O:32][C:33]1[CH:38]=[CH:37][C:36]([N:39]=[C:40]=[O:41])=[CH:35][CH:34]=1. The catalyst is C1(C)C=CC=CC=1. The product is [CH3:1][O:2][C:3](=[O:23])[CH2:4][CH2:5][CH2:6][CH2:7][CH2:8][O:9][C:10]1[CH:11]=[CH:12][C:13]([NH:16][C:17]([O:19][CH2:20][CH2:21][O:22][C:40](=[O:41])[NH:39][C:36]2[CH:35]=[CH:34][C:33]([O:32][CH2:31][CH2:30][CH2:29][CH2:28][CH2:27][C:26]([O:25][CH3:24])=[O:42])=[CH:38][CH:37]=2)=[O:18])=[CH:14][CH:15]=1. The yield is 0.940. (2) The reactants are [NH2:1][C:2]1[C:11]2[C:6](=[C:7](Br)[CH:8]=[CH:9][CH:10]=2)[N:5]=[N:4][C:3]=1[C:13]([NH:15][CH2:16][CH2:17][CH3:18])=[O:14].[CH3:19][O:20][C:21]1[CH:26]=[C:25]([O:27][CH3:28])[CH:24]=[CH:23][C:22]=1B(O)O. No catalyst specified. The product is [NH2:1][C:2]1[C:11]2[C:6](=[C:7]([C:24]3[CH:23]=[CH:22][C:21]([O:20][CH3:19])=[CH:26][C:25]=3[O:27][CH3:28])[CH:8]=[CH:9][CH:10]=2)[N:5]=[N:4][C:3]=1[C:13]([NH:15][CH2:16][CH2:17][CH3:18])=[O:14]. The yield is 0.751. (3) The reactants are [Cl:1][C:2]1[N:7]=[C:6](Cl)[C:5]([C:9]([C:11]2[C:19]3[O:18][CH:17]=[CH:16][C:15]=3[CH:14]=[C:13]([F:20])[CH:12]=2)=[O:10])=[CH:4][N:3]=1.[NH3:21]. The yield is 0.520. The product is [NH2:21][C:6]1[C:5]([C:9]([C:11]2[C:19]3[O:18][CH:17]=[CH:16][C:15]=3[CH:14]=[C:13]([F:20])[CH:12]=2)=[O:10])=[CH:4][N:3]=[C:2]([Cl:1])[N:7]=1. The catalyst is C1(C)C=CC=CC=1. (4) The reactants are CC1[N:3]([C:7]2[CH:8]=[C:9]([C:13]3[CH:22]=[N:21][CH:20]=[CH:19][C:14]=3[C:15]([O:17]C)=[O:16])[CH:10]=[CH:11][CH:12]=2)[CH2:4][CH2:5][N:6]=1.[Cl:23][C:24]1[CH:25]=[C:26]([CH:30]=[CH:31][CH:32]=1)[C@H:27]1[O:29][CH2:28]1.[OH-].[Na+].Cl. The catalyst is C1(C)C=CC=CC=1.CO. The product is [Cl:23][C:24]1[CH:25]=[C:26]([C@@H:27]([OH:29])[CH2:28][NH:6][CH2:5][CH2:4][NH:3][C:7]2[CH:8]=[C:9]([C:13]3[CH:22]=[N:21][CH:20]=[CH:19][C:14]=3[C:15]([OH:17])=[O:16])[CH:10]=[CH:11][CH:12]=2)[CH:30]=[CH:31][CH:32]=1. The yield is 0.570. (5) The reactants are [O:1]=[C:2]1[CH2:7][CH2:6][CH:5]([C:8]([O:10][CH2:11][CH3:12])=[O:9])[CH2:4][CH2:3]1.[I-].[CH3:14][S+](C)C.CC(C)CN1CCN2CCN(CC(C)C)P1N(CC(C)C)CC2. The catalyst is C(#N)C. The product is [O:1]1[C:2]2([CH2:7][CH2:6][CH:5]([C:8]([O:10][CH2:11][CH3:12])=[O:9])[CH2:4][CH2:3]2)[CH2:14]1. The yield is 0.870.